Regression. Given a peptide amino acid sequence and an MHC pseudo amino acid sequence, predict their binding affinity value. This is MHC class I binding data. From a dataset of Peptide-MHC class I binding affinity with 185,985 pairs from IEDB/IMGT. (1) The peptide sequence is NISFKSINK. The MHC is HLA-A11:01 with pseudo-sequence HLA-A11:01. The binding affinity (normalized) is 0.656. (2) The peptide sequence is KYFDDVTAF. The MHC is HLA-A02:03 with pseudo-sequence HLA-A02:03. The binding affinity (normalized) is 0.234. (3) The binding affinity (normalized) is 0.593. The MHC is HLA-A29:02 with pseudo-sequence HLA-A29:02. The peptide sequence is IVAPYLFWL. (4) The peptide sequence is IILKALYML. The MHC is HLA-B46:01 with pseudo-sequence HLA-B46:01. The binding affinity (normalized) is 0.0847.